This data is from Reaction yield outcomes from USPTO patents with 853,638 reactions. The task is: Predict the reaction yield, written as a fraction of the theoretical maximum amount of product (1.0 means a 100% yield; for example, 0.34 means a 34% yield). (1) The reactants are [CH3:1][C:2]1[N:7]=[C:6]([NH2:8])[CH:5]=[CH:4][CH:3]=1.C(N(CC)CC)C.[Cl-].[CH3:17][C:18]([CH3:23])([CH3:22])[C:19](Cl)=[O:20]. The catalyst is O. The product is [CH3:17][C:18]([CH3:23])([CH3:22])[C:19]([NH:8][C:6]1[CH:5]=[CH:4][CH:3]=[C:2]([CH3:1])[N:7]=1)=[O:20]. The yield is 0.800. (2) The reactants are [BH4-].[Na+].[F:3][C:4]1[CH:9]=[CH:8][C:7]([F:10])=[CH:6][C:5]=1[CH:11]=[C:12]([N+:14]([O-])=O)[CH3:13]. The yield is 0.889. The catalyst is C1COCC1. The product is [F:3][C:4]1[CH:9]=[CH:8][C:7]([F:10])=[CH:6][C:5]=1[CH2:11][CH:12]([NH2:14])[CH3:13].